From a dataset of Catalyst prediction with 721,799 reactions and 888 catalyst types from USPTO. Predict which catalyst facilitates the given reaction. Reactant: [CH:1]1([S:4]([C:7]2[CH:12]=[CH:11][C:10]([CH:13]([CH2:31][CH:32]3[CH2:37][CH2:36][O:35][CH2:34][CH2:33]3)[C:14](=O)[CH2:15][CH2:16][C:17]([C:19]3[CH:24]=[CH:23][C:22]([CH:25]4[O:29]CCO4)=[CH:21][N:20]=3)=O)=[CH:9][CH:8]=2)(=[O:6])=[O:5])[CH2:3][CH2:2]1.C([O-])(=O)C.[NH4+:42]. Product: [CH:1]1([S:4]([C:7]2[CH:12]=[CH:11][C:10]([CH:13]([C:14]3[NH:42][C:17]([C:19]4[N:20]=[CH:21][C:22]([CH:25]=[O:29])=[CH:23][CH:24]=4)=[CH:16][CH:15]=3)[CH2:31][CH:32]3[CH2:37][CH2:36][O:35][CH2:34][CH2:33]3)=[CH:9][CH:8]=2)(=[O:6])=[O:5])[CH2:2][CH2:3]1. The catalyst class is: 342.